Dataset: Full USPTO retrosynthesis dataset with 1.9M reactions from patents (1976-2016). Task: Predict the reactants needed to synthesize the given product. (1) Given the product [Cl:27][C:23]1[CH:24]=[CH:25][C:26]2[N:21]([N:20]=[C:39]([C:33]3[CH:38]=[CH:37][CH:36]=[CH:35][CH:34]=3)[C:40]=2[C:41]([O:43][CH3:44])=[O:42])[CH:22]=1, predict the reactants needed to synthesize it. The reactants are: C(=O)([O-])[O-].[K+].[K+].CC1C=C(C)C=C(C)C=1S([O-])(=O)=O.[NH2:20][N+:21]1[CH:26]=[CH:25][CH:24]=[C:23]([Cl:27])[CH:22]=1.CN(C)C=O.[C:33]1([C:39]#[C:40][C:41]([O:43][CH3:44])=[O:42])[CH:38]=[CH:37][CH:36]=[CH:35][CH:34]=1. (2) Given the product [C:6]([C:5]1[CH:8]=[CH:9][N:10]=[C:3]([NH:1][NH:2]/[CH:13]=[CH:14]/[C:15]([O:17][CH2:18][CH3:19])=[O:16])[CH:4]=1)#[N:7], predict the reactants needed to synthesize it. The reactants are: [NH:1]([C:3]1[CH:4]=[C:5]([CH:8]=[CH:9][N:10]=1)[C:6]#[N:7])[NH2:2].CN(C)/[CH:13]=[CH:14]/[C:15]([O:17][CH2:18][CH3:19])=[O:16].CC(O)=O. (3) Given the product [C:20]([C:4]1[CH:3]=[C:2]([C:22]([CH3:27])=[CH2:23])[C:10]2[O:9][C:8]([C:11]3[CH:19]=[CH:18][C:14]([C:15]([O:17][CH3:29])=[O:16])=[CH:13][CH:12]=3)=[N:7][C:6]=2[CH:5]=1)#[N:21], predict the reactants needed to synthesize it. The reactants are: Br[C:2]1[C:10]2[O:9][C:8]([C:11]3[CH:19]=[CH:18][C:14]([C:15]([O-:17])=[O:16])=[CH:13][CH:12]=3)=[N:7][C:6]=2[CH:5]=[C:4]([C:20]#[N:21])[CH:3]=1.[C:22]1(C)[CH:27]=CC=C[CH:23]=1.[C:29](=O)([O-])[O-].[Na+].[Na+].C(B(O)O)=CC(=C)C. (4) Given the product [CH2:1]([N:8]1[C:13](=[O:14])[CH:12]=[C:11]2[S:15][CH:16]=[C:17]([CH3:18])[N:10]2[C:9]1=[O:20])[C:2]1[CH:7]=[CH:6][CH:5]=[CH:4][CH:3]=1, predict the reactants needed to synthesize it. The reactants are: [CH2:1]([N:8]1[C:13](=[O:14])[CH:12]=[C:11]([S:15][CH2:16][C:17](=O)[CH3:18])[NH:10][C:9]1=[O:20])[C:2]1[CH:7]=[CH:6][CH:5]=[CH:4][CH:3]=1.C1(C)C=CC(S(O)(=O)=O)=CC=1. (5) The reactants are: C(N(CC)CC)C.[CH:8]([C:10]1[C:18]2[C:13](=[CH:14][CH:15]=[CH:16][CH:17]=2)[N:12](C(OC(C)(C)C)=O)[CH:11]=1)=[O:9].[Si:26]([O:33][CH2:34][C:35]1[CH:50]=[CH:49][C:38]([CH:39]=[N:40][C:41]2[CH:46]=[CH:45][CH:44]=[C:43]([O:47][CH3:48])[CH:42]=2)=[CH:37][CH:36]=1)([C:29]([CH3:32])([CH3:31])[CH3:30])([CH3:28])[CH3:27]. Given the product [Si:26]([O:33][CH2:34][C:35]1[CH:50]=[CH:49][C:38]([CH:39]([NH:40][C:41]2[CH:46]=[CH:45][CH:44]=[C:43]([O:47][CH3:48])[CH:42]=2)[C:8]([C:10]2[C:18]3[C:13](=[CH:14][CH:15]=[CH:16][CH:17]=3)[NH:12][CH:11]=2)=[O:9])=[CH:37][CH:36]=1)([C:29]([CH3:32])([CH3:31])[CH3:30])([CH3:27])[CH3:28].[OH:33][CH2:34][C:35]1[CH:36]=[CH:37][C:38]([CH:39]([NH:40][C:41]2[CH:46]=[CH:45][CH:44]=[C:43]([O:47][CH3:48])[CH:42]=2)[C:8]([C:10]2[C:18]3[C:13](=[CH:14][CH:15]=[CH:16][CH:17]=3)[NH:12][CH:11]=2)=[O:9])=[CH:49][CH:50]=1, predict the reactants needed to synthesize it. (6) Given the product [CH2:1]([C:6]1[O:7][C:8]2[CH:14]=[CH:13][C:12]([CH2:15][CH2:16][OH:17])=[CH:11][C:9]=2[N:10]=1)[CH2:2][CH2:3][CH2:4][CH3:5], predict the reactants needed to synthesize it. The reactants are: [CH2:1]([C:6]1[O:7][C:8]2[CH:14]=[CH:13][C:12]([CH2:15][C:16](O)=[O:17])=[CH:11][C:9]=2[N:10]=1)[CH2:2][CH2:3][CH2:4][CH3:5].C(OCC)(OCC)(OCC)C.C(=O)([O-])O.[Na+]. (7) The reactants are: [CH2:1]([O:3][C:4]([C:6]1[CH:7]=[C:8]2[C:13](=[CH:14][CH:15]=1)[NH:12][CH:11]([C:16]1[CH:21]=[CH:20][CH:19]=C(NC)[CH:17]=1)[C:10]([CH3:25])([CH3:24])[CH2:9]2)=[O:5])[CH3:2].[N:26]1[CH:31]=CC=C[CH:27]=1.[CH3:32][N:33]([CH3:37])[C:34](Cl)=[O:35]. Given the product [CH2:1]([O:3][C:4]([C:6]1[CH:7]=[C:8]2[C:13](=[CH:14][CH:15]=1)[NH:12][CH:11]([C:16]1[CH:21]=[CH:20][CH:19]=[C:32]([N:33]([CH3:37])[C:34]([N:26]([CH3:31])[CH3:27])=[O:35])[CH:17]=1)[C:10]([CH3:24])([CH3:25])[CH2:9]2)=[O:5])[CH3:2], predict the reactants needed to synthesize it. (8) Given the product [OH:36][CH2:35][C:12]1([CH2:14][C:15]2[CH:20]=[CH:19][C:18]([CH2:21][C:22]3([CH2:38][OH:37])[C:34]4[CH:33]=[CH:32][CH:31]=[CH:30][C:29]=4[C:28]4[C:23]3=[CH:24][CH:25]=[CH:26][CH:27]=4)=[CH:17][CH:16]=2)[C:13]2[CH:1]=[CH:2][CH:3]=[CH:4][C:5]=2[C:6]2[C:11]1=[CH:10][CH:9]=[CH:8][CH:7]=2, predict the reactants needed to synthesize it. The reactants are: [CH:1]1[C:13]2[CH:12]([CH2:14][C:15]3[CH:20]=[CH:19][C:18]([CH2:21][CH:22]4[C:34]5[CH:33]=[CH:32][CH:31]=[CH:30][C:29]=5[C:28]5[C:23]4=[CH:24][CH:25]=[CH:26][CH:27]=5)=[CH:17][CH:16]=3)[C:11]3[C:6](=[CH:7][CH:8]=[CH:9][CH:10]=3)[C:5]=2[CH:4]=[CH:3][CH:2]=1.[CH2:35]=[O:36].[O-:37][CH2:38]C.[Na+].Cl. (9) Given the product [NH2:38][CH:36]1[CH2:37][N:34]([C:19]2[N:20]=[C:21]([C:22]3[O:23][C:24]([C:27]4[CH:28]=[CH:29][CH:30]=[CH:31][CH:32]=4)=[N:25][N:26]=3)[C:16]([NH2:8])=[N:17][CH:18]=2)[CH2:35]1, predict the reactants needed to synthesize it. The reactants are: C(OC([N:8]([C:16]1[C:21]([C:22]2[O:23][C:24]([C:27]3[CH:32]=[CH:31][CH:30]=[CH:29][CH:28]=3)=[N:25][N:26]=2)=[N:20][C:19](Br)=[CH:18][N:17]=1)C(=O)OC(C)(C)C)=O)(C)(C)C.[NH:34]1[CH2:37][CH:36]([NH:38]C(=O)OC(C)(C)C)[CH2:35]1.CCN(C(C)C)C(C)C.FC(F)(F)C(O)=O.